Dataset: Forward reaction prediction with 1.9M reactions from USPTO patents (1976-2016). Task: Predict the product of the given reaction. The product is: [N:3]1([CH2:8][CH2:9][CH2:10][CH2:11][C:12]2[CH:13]=[CH:14][C:15]([O:18][CH2:20][C:21]3[N:22]=[C:23]([CH:26]=[CH:27][C:28]4[CH:29]=[CH:30][C:31]([S:34]([C:36]([F:39])([F:37])[F:38])=[O:35])=[CH:32][CH:33]=4)[O:24][CH:25]=3)=[CH:16][CH:17]=2)[CH:7]=[CH:6][N:5]=[CH:4]1. Given the reactants [H-].[Na+].[N:3]1([CH2:8][CH2:9][CH2:10][CH2:11][C:12]2[CH:17]=[CH:16][C:15]([OH:18])=[CH:14][CH:13]=2)[CH:7]=[CH:6][N:5]=[CH:4]1.Cl[CH2:20][C:21]1[N:22]=[C:23]([CH:26]=[CH:27][C:28]2[CH:33]=[CH:32][C:31]([S:34]([C:36]([F:39])([F:38])[F:37])=[O:35])=[CH:30][CH:29]=2)[O:24][CH:25]=1.O, predict the reaction product.